The task is: Predict the reaction yield, written as a fraction of the theoretical maximum amount of product (1.0 means a 100% yield; for example, 0.34 means a 34% yield).. This data is from Reaction yield outcomes from USPTO patents with 853,638 reactions. (1) The reactants are [NH:1]1[C:9]2[C:4](=[CH:5][CH:6]=[CH:7][CH:8]=2)[CH:3]=[CH:2]1.[C:10]1([CH3:22])[CH:15]=[C:14]([CH3:16])[CH:13]=[C:12]([CH3:17])[C:11]=1[S:18](Cl)(=[O:20])=[O:19].[H-].[Na+]. The catalyst is C1COCC1.CCOC(C)=O. The product is [CH3:22][C:10]1[CH:15]=[C:14]([CH3:16])[CH:13]=[C:12]([CH3:17])[C:11]=1[S:18]([N:1]1[C:9]2[C:4](=[CH:5][CH:6]=[CH:7][CH:8]=2)[CH:3]=[CH:2]1)(=[O:19])=[O:20]. The yield is 0.840. (2) The product is [ClH:31].[CH:19]1[C:18]2[CH:17]([CH2:16][O:15][C:13](=[O:14])[NH:12][CH2:11][CH2:10][CH2:9][NH:7][CH3:6])[C:29]3[C:24](=[CH:25][CH:26]=[CH:27][CH:28]=3)[C:23]=2[CH:22]=[CH:21][CH:20]=1. The catalyst is CCOC(C)=O. The reactants are C(O[C:6](=O)[N:7]([CH2:9][CH2:10][CH2:11][NH:12][C:13]([O:15][CH2:16][CH:17]1[C:29]2[CH:28]=[CH:27][CH:26]=[CH:25][C:24]=2[C:23]2[C:18]1=[CH:19][CH:20]=[CH:21][CH:22]=2)=[O:14])C)(C)(C)C.[ClH:31]. The yield is 0.780. (3) The reactants are [ClH:1].N1C=C(C([Cl:9])=O)N=C1.[CH3:10][N:11]1[C:15]([C:16](O)=[O:17])=[CH:14][N:13]=[CH:12]1. No catalyst specified. The product is [ClH:9].[CH3:10][N:11]1[C:15]([C:16]([Cl:1])=[O:17])=[CH:14][N:13]=[CH:12]1. The yield is 0.460.